This data is from Peptide-MHC class II binding affinity with 134,281 pairs from IEDB. The task is: Regression. Given a peptide amino acid sequence and an MHC pseudo amino acid sequence, predict their binding affinity value. This is MHC class II binding data. (1) The peptide sequence is KSIIKARVVWKAIIE. The MHC is HLA-DQA10301-DQB10302 with pseudo-sequence HLA-DQA10301-DQB10302. The binding affinity (normalized) is 0.155. (2) The peptide sequence is YLGYVIRDLAAMDGG. The MHC is HLA-DQA10501-DQB10402 with pseudo-sequence HLA-DQA10501-DQB10402. The binding affinity (normalized) is 0.834. (3) The peptide sequence is AAHAAVAGMTLTDDA. The MHC is HLA-DQA10501-DQB10201 with pseudo-sequence HLA-DQA10501-DQB10201. The binding affinity (normalized) is 0.391. (4) The peptide sequence is INRQILDNAAKYVEH. The MHC is DRB1_1501 with pseudo-sequence DRB1_1501. The binding affinity (normalized) is 0.425.